Task: Regression. Given a peptide amino acid sequence and an MHC pseudo amino acid sequence, predict their binding affinity value. This is MHC class II binding data.. Dataset: Peptide-MHC class II binding affinity with 134,281 pairs from IEDB The peptide sequence is GCGSCFEIKCTKPEA. The MHC is HLA-DQA10104-DQB10503 with pseudo-sequence HLA-DQA10104-DQB10503. The binding affinity (normalized) is 0.0943.